Dataset: Full USPTO retrosynthesis dataset with 1.9M reactions from patents (1976-2016). Task: Predict the reactants needed to synthesize the given product. Given the product [Cl:21][C:16]1[CH:15]=[C:14]([NH2:13])[CH:19]=[CH:18][C:17]=1[O:12][CH2:11][C:1]1[C:10]2[C:5](=[CH:6][CH:7]=[CH:8][CH:9]=2)[CH:4]=[CH:3][N:2]=1, predict the reactants needed to synthesize it. The reactants are: [C:1]1([CH2:11][OH:12])[C:10]2[C:5](=[CH:6][CH:7]=[CH:8][CH:9]=2)[CH:4]=[CH:3][N:2]=1.[NH2:13][C:14]1[CH:19]=[CH:18][C:17](O)=[C:16]([Cl:21])[CH:15]=1.ClC1C=C(N)C=CC=1OCC1C=CC=CN=1.